The task is: Regression. Given a peptide amino acid sequence and an MHC pseudo amino acid sequence, predict their binding affinity value. This is MHC class I binding data.. This data is from Peptide-MHC class I binding affinity with 185,985 pairs from IEDB/IMGT. (1) The peptide sequence is SMRYQSLIPR. The MHC is HLA-A03:01 with pseudo-sequence HLA-A03:01. The binding affinity (normalized) is 0.972. (2) The peptide sequence is QTVNICIFY. The MHC is HLA-A11:01 with pseudo-sequence HLA-A11:01. The binding affinity (normalized) is 0.659. (3) The peptide sequence is KQLGQVMLLV. The binding affinity (normalized) is 0.658. The MHC is HLA-A02:01 with pseudo-sequence HLA-A02:01. (4) The peptide sequence is QPREFNMML. The MHC is HLA-B07:02 with pseudo-sequence HLA-B07:02. The binding affinity (normalized) is 0.723. (5) The peptide sequence is LPWFLDTTI. The MHC is HLA-B39:01 with pseudo-sequence HLA-B39:01. The binding affinity (normalized) is 0.0847. (6) The peptide sequence is AVEDEEFWK. The MHC is HLA-A11:01 with pseudo-sequence HLA-A11:01. The binding affinity (normalized) is 0.367. (7) The peptide sequence is FMIDWILDA. The MHC is HLA-A26:01 with pseudo-sequence HLA-A26:01. The binding affinity (normalized) is 0.0847. (8) The peptide sequence is FTERSDKSY. The MHC is HLA-A02:01 with pseudo-sequence HLA-A02:01. The binding affinity (normalized) is 0.0847. (9) The peptide sequence is KTTKRLTIL. The MHC is HLA-A02:03 with pseudo-sequence HLA-A02:03. The binding affinity (normalized) is 0.174.